From a dataset of Catalyst prediction with 721,799 reactions and 888 catalyst types from USPTO. Predict which catalyst facilitates the given reaction. (1) Reactant: [CH3:1][CH:2]([O:4][C:5]1[CH:12]=[CH:11][C:10]([C:13]2[S:14][CH:15]=[CH:16][N:17]=2)=[CH:9][C:6]=1[C:7]#[N:8])[CH3:3].C([O-])(=O)C.[Na+].[Br:23]Br. Product: [Br:23][C:15]1[S:14][C:13]([C:10]2[CH:11]=[CH:12][C:5]([O:4][CH:2]([CH3:1])[CH3:3])=[C:6]([CH:9]=2)[C:7]#[N:8])=[N:17][CH:16]=1. The catalyst class is: 15. (2) Reactant: C(OC(=O)[NH:7][CH2:8][CH2:9][NH:10][C:11]1[C:20]2[CH2:19][CH2:18][CH2:17][C:16]3[CH:21]=[C:22]([N:25]4[CH2:29][C@H:28]([CH2:30][NH:31][C:32](=[O:34])[CH3:33])[O:27][C:26]4=[O:35])[CH:23]=[CH:24][C:15]=3[C:14]=2[NH:13][N:12]=1)(C)(C)C.C(Cl)(=O)C. Product: [NH2:7][CH2:8][CH2:9][NH:10][C:11]1[C:20]2[CH2:19][CH2:18][CH2:17][C:16]3[CH:21]=[C:22]([N:25]4[CH2:29][C@H:28]([CH2:30][NH:31][C:32](=[O:34])[CH3:33])[O:27][C:26]4=[O:35])[CH:23]=[CH:24][C:15]=3[C:14]=2[NH:13][N:12]=1. The catalyst class is: 5. (3) Reactant: [NH2:1][C:2]1[CH:11]=[C:10]2[C:5]([CH2:6][CH:7]([CH2:24][OH:25])[CH2:8][N:9]2[S:12]([C:15]2[C:16]([CH3:23])=[N:17][N:18]([CH:20]([F:22])[F:21])[CH:19]=2)(=[O:14])=[O:13])=[N:4][CH:3]=1.[CH3:26][CH:27]([C:31]([CH3:34])([CH3:33])[CH3:32])[C:28](O)=[O:29].CN(C(ON1N=NC2C=CC=NC1=2)=[N+](C)C)C.F[P-](F)(F)(F)(F)F.C(N(CC)C(C)C)(C)C. Product: [F:22][CH:20]([F:21])[N:18]1[CH:19]=[C:15]([S:12]([N:9]2[CH2:8][C@H:7]([CH2:24][OH:25])[CH2:6][C:5]3[N:4]=[CH:3][C:2]([NH:1][C:28](=[O:29])[C@@H:27]([CH3:26])[C:31]([CH3:34])([CH3:33])[CH3:32])=[CH:11][C:10]2=3)(=[O:14])=[O:13])[C:16]([CH3:23])=[N:17]1. The catalyst class is: 3. (4) Reactant: [H-].[Na+].[C:3]([O:11][CH2:12][CH3:13])(=[O:10])[CH2:4][C:5]([O:7][CH2:8][CH3:9])=[O:6].[Br:14][C:15]1[CH:16]=[C:17]([N+:22]([O-:24])=[O:23])[C:18](Cl)=[N:19][CH:20]=1. Product: [Br:14][C:15]1[CH:16]=[C:17]([N+:22]([O-:24])=[O:23])[C:18]([CH:4]([C:5]([O:7][CH2:8][CH3:9])=[O:6])[C:3]([O:11][CH2:12][CH3:13])=[O:10])=[N:19][CH:20]=1. The catalyst class is: 9. (5) Reactant: [NH2:1][C:2](=[O:43])[CH2:3][C:4]1[CH:42]=[CH:41][CH:40]=[CH:39][C:5]=1[CH2:6][CH2:7][C:8]1[C:13]([C:14]([F:17])([F:16])[F:15])=[CH:12][N:11]=[C:10]([NH:18][C:19]2[CH:38]=[CH:37][C:22]([CH2:23][N:24]3[CH2:29][CH2:28][N:27](C(OC(C)(C)C)=O)[CH2:26][CH2:25]3)=[CH:21][CH:20]=2)[N:9]=1.C(O)(C(F)(F)F)=O. Product: [N:24]1([CH2:23][C:22]2[CH:21]=[CH:20][C:19]([NH:18][C:10]3[N:9]=[C:8]([CH2:7][CH2:6][C:5]4[CH:39]=[CH:40][CH:41]=[CH:42][C:4]=4[CH2:3][C:2]([NH2:1])=[O:43])[C:13]([C:14]([F:16])([F:15])[F:17])=[CH:12][N:11]=3)=[CH:38][CH:37]=2)[CH2:25][CH2:26][NH:27][CH2:28][CH2:29]1. The catalyst class is: 2. (6) Reactant: [NH2:1][C:2]1[C:7]2[C:8](=[O:36])[N:9]([C:13]3[CH:18]=[CH:17][C:16]([C@@H:19]4[CH2:26][CH2:25][C@H:24]5[C@@H:20]4[CH2:21][CH2:22][C@H:23]5[CH:27]([C:32]([O:34]C)=[O:33])[C:28]([O:30]C)=[O:29])=[CH:15][CH:14]=3)[CH2:10][CH2:11][O:12][C:6]=2[N:5]=[CH:4][N:3]=1.O.[OH-].[Li+]. Product: [NH2:1][C:2]1[C:7]2[C:8](=[O:36])[N:9]([C:13]3[CH:18]=[CH:17][C:16]([C@@H:19]4[CH2:26][CH2:25][C@H:24]5[C@@H:20]4[CH2:21][CH2:22][C@H:23]5[CH:27]([C:28]([OH:30])=[O:29])[C:32]([OH:34])=[O:33])=[CH:15][CH:14]=3)[CH2:10][CH2:11][O:12][C:6]=2[N:5]=[CH:4][N:3]=1. The catalyst class is: 38. (7) The catalyst class is: 4. Product: [C:33]([N:5]1[C:6]2[C:11](=[CH:10][CH:9]=[C:8]([F:26])[CH:7]=2)[C@H:12]([NH:15][C:16](=[O:25])[O:17][CH2:18][C:19]2[CH:24]=[CH:23][CH:22]=[CH:21][CH:20]=2)[C@@H:13]([CH3:14])[C@@H:4]1[CH:1]1[CH2:3][CH2:2]1)(=[O:35])[CH3:34]. Reactant: [CH:1]1([C@H:4]2[C@H:13]([CH3:14])[C@@H:12]([NH:15][C:16](=[O:25])[O:17][CH2:18][C:19]3[CH:24]=[CH:23][CH:22]=[CH:21][CH:20]=3)[C:11]3[C:6](=[CH:7][C:8]([F:26])=[CH:9][CH:10]=3)[NH:5]2)[CH2:3][CH2:2]1.N1C=CC=CC=1.[C:33](Cl)(=[O:35])[CH3:34].C(=O)(O)[O-].[Na+]. (8) Reactant: [F:1][C:2]([F:14])([F:13])[CH2:3][O:4][P:5]([O-:12])[O:6][CH2:7][C:8]([F:11])([F:10])[F:9].[H-].[Na+].CN(P(N(C)C)(N(C)C)=O)C.Br[CH2:29][C:30]([N:32]([CH3:34])[CH3:33])=[O:31]. Product: [CH3:33][N:32]([CH3:34])[C:30](=[O:31])[CH2:29][P:5](=[O:12])([O:6][CH2:7][C:8]([F:11])([F:9])[F:10])[O:4][CH2:3][C:2]([F:1])([F:13])[F:14]. The catalyst class is: 1.